From a dataset of Reaction yield outcomes from USPTO patents with 853,638 reactions. Predict the reaction yield, written as a fraction of the theoretical maximum amount of product (1.0 means a 100% yield; for example, 0.34 means a 34% yield). (1) The reactants are [CH3:1][C:2]1[NH:3][C:4](=[O:26])[C:5]([CH2:11][C:12]2[CH:17]=[CH:16][C:15]([C:18]3[C:19]([C:24]#[N:25])=[CH:20][CH:21]=[CH:22][CH:23]=3)=[CH:14][CH:13]=2)=[C:6]([CH2:8][CH2:9][CH3:10])[N:7]=1.N(C(N1CCCCC1)=O)=NC(N1CCCCC1)=O.C(P(CCCC)CCCC)CCC.[N:58]1[CH:63]=[CH:62][CH:61]=[CH:60][C:59]=1[CH2:64]O. The catalyst is O1CCCC1. The product is [CH3:1][C:2]1[N:3]([CH2:64][C:59]2[CH:60]=[CH:61][CH:62]=[CH:63][N:58]=2)[C:4](=[O:26])[C:5]([CH2:11][C:12]2[CH:17]=[CH:16][C:15]([C:18]3[C:19]([C:24]#[N:25])=[CH:20][CH:21]=[CH:22][CH:23]=3)=[CH:14][CH:13]=2)=[C:6]([CH2:8][CH2:9][CH3:10])[N:7]=1. The yield is 0.310. (2) The reactants are Cl[C:2]1[N:7]2[N:8]=[C:9](C)[CH:10]=[C:6]2[N:5]=[C:4]([NH:12][C:13](=[O:24])[C:14]2[CH:19]=[CH:18][C:17]([C:20]([OH:23])([CH3:22])[CH3:21])=[CH:16][CH:15]=2)[CH:3]=1.[N:25]1([CH:32]=[O:33])[CH2:31][CH2:30][CH2:29][NH:28][CH2:27][CH2:26]1. The catalyst is O1CCOCC1.CS(C)=O.CO. The product is [CH:32]([N:25]1[CH2:31][CH2:30][CH2:29][N:28]([C:2]2[N:7]3[N:8]=[CH:9][CH:10]=[C:6]3[N:5]=[C:4]([NH:12][C:13](=[O:24])[C:14]3[CH:15]=[CH:16][C:17]([C:20]([OH:23])([CH3:22])[CH3:21])=[CH:18][CH:19]=3)[CH:3]=2)[CH2:27][CH2:26]1)=[O:33]. The yield is 0.500.